Predict the reactants needed to synthesize the given product. From a dataset of Retrosynthesis with 50K atom-mapped reactions and 10 reaction types from USPTO. (1) The reactants are: COc1cnc(C2CCOCC2)c2sc(N)nc12.Cc1cc(C(=O)O)ccn1. Given the product COc1cnc(C2CCOCC2)c2sc(NC(=O)c3ccnc(C)c3)nc12, predict the reactants needed to synthesize it. (2) Given the product O=[N+]([O-])c1cnn(CCCCF)c1, predict the reactants needed to synthesize it. The reactants are: FCCCCBr.O=[N+]([O-])c1cn[nH]c1. (3) Given the product CC(C)Cn1c(CN2CCNCC2)nc2c(N)nc3ccccc3c21, predict the reactants needed to synthesize it. The reactants are: C1CNCCN1.CC(C)Cn1c(CCl)nc2c(N)nc3ccccc3c21. (4) Given the product COc1cc2c(c3c1OC(C)(C)C3)C(c1cccc(-c3ccccc3)c1)=NC(C)(C)C2, predict the reactants needed to synthesize it. The reactants are: COc1cc2c(c3c1OC(C)(C)C3)C(c1cccc(Br)c1)=NC(C)(C)C2.OB(O)c1ccccc1. (5) Given the product COc1ccc(N)cc1NC(=O)NC(=O)c1cc(F)c(F)cc1Cl, predict the reactants needed to synthesize it. The reactants are: COc1ccc([N+](=O)[O-])cc1NC(=O)NC(=O)c1cc(F)c(F)cc1Cl. (6) Given the product CS(=O)(=O)OCCc1ccc(N2CCOCC2)cc1, predict the reactants needed to synthesize it. The reactants are: CS(=O)(=O)Cl.OCCc1ccc(N2CCOCC2)cc1. (7) Given the product Cc1nc(-c2ccc(Cl)c([N+](=O)[O-])c2)cs1, predict the reactants needed to synthesize it. The reactants are: CC(N)=S.O=C(CBr)c1ccc(Cl)c([N+](=O)[O-])c1. (8) Given the product CC(C)CN(C[C@@H](O)[C@H](Cc1ccc(OCCCNC(=O)c2ccoc2)cc1)NC(=O)O[C@H]1CO[C@H]2OCC[C@@H]12)S(=O)(=O)c1ccc2c(c1)OCO2, predict the reactants needed to synthesize it. The reactants are: CC(C)CN(C[C@@H](O)[C@H](Cc1ccc(OCCCN)cc1)NC(=O)O[C@H]1CO[C@H]2OCC[C@@H]12)S(=O)(=O)c1ccc2c(c1)OCO2.O=C(O)c1ccoc1.